Task: Predict the product of the given reaction.. Dataset: Forward reaction prediction with 1.9M reactions from USPTO patents (1976-2016) (1) Given the reactants [CH2:1](CN)[C:2]1[CH:7]=[CH:6][CH:5]=[CH:4][CH:3]=1.[Br:10][C:11]1[CH:18]=[C:17](F)[CH:16]=[CH:15][C:12]=1[CH:13]=[O:14].C([O-])([O-])=O.[K+].[K+].[CH3:26][N:27](C=O)C, predict the reaction product. The product is: [CH2:1]([N:27]([CH3:26])[C:17]1[CH:16]=[CH:15][C:12]([CH:13]=[O:14])=[C:11]([Br:10])[CH:18]=1)[C:2]1[CH:3]=[CH:4][CH:5]=[CH:6][CH:7]=1. (2) Given the reactants [Cl:1][C:2]1[CH:7]=[CH:6][CH:5]=[C:4]([CH3:8])[C:3]=1[N:9]([C:18](=[O:21])[CH2:19]Cl)[C:10]1[CH:15]=[CH:14][C:13]([CH2:16][CH3:17])=[CH:12][CH:11]=1.[Cl-].[Cl-].[Cl-].[Al+3], predict the reaction product. The product is: [Cl:1][C:2]1[CH:7]=[CH:6][CH:5]=[C:4]([CH3:8])[C:3]=1[N:9]1[C:10]2[C:15](=[CH:14][C:13]([CH2:16][CH3:17])=[CH:12][CH:11]=2)[CH2:19][C:18]1=[O:21]. (3) Given the reactants [Br:1][C:2]1[CH:3]=[C:4]2[C:9](=[CH:10][CH:11]=1)[O:8][CH:7]([C:12]1[CH:17]=[CH:16][CH:15]=[CH:14][CH:13]=1)[CH2:6][C:5]2=O.[CH3:19][C:20]([S:23]([NH2:26])(=O)=[O:24])([CH3:22])[CH3:21], predict the reaction product. The product is: [Br:1][C:2]1[CH:3]=[C:4]2[C:9](=[CH:10][CH:11]=1)[O:8][CH:7]([C:12]1[CH:17]=[CH:16][CH:15]=[CH:14][CH:13]=1)[CH2:6][C:5]2=[N:26][S:23]([C:20]([CH3:22])([CH3:21])[CH3:19])=[O:24]. (4) The product is: [NH2:20][C:12]1[CH:11]=[C:10]([F:23])[C:9]([O:8][CH2:1][C:2]2[CH:7]=[CH:6][CH:5]=[CH:4][CH:3]=2)=[CH:19][C:13]=1[C:14]([N:16]([CH3:18])[CH3:17])=[O:15]. Given the reactants [CH2:1]([O:8][C:9]1[C:10]([F:23])=[CH:11][C:12]([N+:20]([O-])=O)=[C:13]([CH:19]=1)[C:14]([N:16]([CH3:18])[CH3:17])=[O:15])[C:2]1[CH:7]=[CH:6][CH:5]=[CH:4][CH:3]=1.C(O)C.O.[Cl-].[NH4+], predict the reaction product. (5) Given the reactants [CH3:1][C:2]1[N:6]2[CH2:7][CH2:8]C[CH2:10][C:5]2=[N:4][CH:3]=1.[I:11]N1C(=O)CCC1=O.[C:19](O)(=O)[CH3:20], predict the reaction product. The product is: [CH2:7]([N:6]1[C:2]([CH3:1])=[C:3]([I:11])[N:4]=[C:5]1[CH2:10][CH2:19][CH3:20])[CH3:8]. (6) Given the reactants [F:1][C:2]1[CH:7]=[CH:6][C:5]([C:8]([C:24]2[C:29]([N+:30]([O-:32])=O)=[CH:28][CH:27]=[CH:26][N:25]=2)=[C:9](OS(C(F)(F)F)(=O)=O)[C:10]2[CH:15]=[CH:14][N:13]=[CH:12][CH:11]=2)=[CH:4][CH:3]=1.C(=O)(O)[O-].[Na+], predict the reaction product. The product is: [F:1][C:2]1[CH:7]=[CH:6][C:5]([C:8]2[C:24]3=[N:25][CH:26]=[CH:27][CH:28]=[C:29]3[N:30]([OH:32])[C:9]=2[C:10]2[CH:15]=[CH:14][N:13]=[CH:12][CH:11]=2)=[CH:4][CH:3]=1.